From a dataset of Experimentally validated miRNA-target interactions with 360,000+ pairs, plus equal number of negative samples. Binary Classification. Given a miRNA mature sequence and a target amino acid sequence, predict their likelihood of interaction. (1) The miRNA is mmu-miR-101a-3p with sequence UACAGUACUGUGAUAACUGAA. The protein sequence of the target gene is MNFQAGGGQSPQQQQQLAGGPPQQFALSNSAAIRAEIQRFESVHPNIYAIYDLIERIEDLALQNQIREHVISIEDSFVNSQEWTLSRSVPELKVGIVGNLSSGKSALVHRYLTGTYVQEESPEGGRFKKEIVVDGQSYLLLIRDEGGPPELQFAAWVDAVVFVFSLEDEISFQTVYNYFLRLCSFRNASEVPMVLVGTQDAISAANPRVIDDSRARKLSTDLKRCTYYETCATYGLNVERVFQDVAQKVVALRKKQQLAIGPCKSLPNSPSHSAVSAASIPAVHINQATNGGGSAFSDYS.... Result: 0 (no interaction). (2) The miRNA is hsa-miR-920 with sequence GGGGAGCUGUGGAAGCAGUA. The protein sequence of the target gene is MSLPPEKASELKQLIHQQLSKMDVHGRIREILAETIREELAPDQQHLSTEDLIKALRRRGIIDDVMKELNFVTDSVDQELPSSPKQTVGFDKQSTLKKTNVDPTRRYLYLQVLGGKAFLEHLQEPEPLPGQICSTFTLCLHYRNQRFRSKPVPCACEPDFHDGFLLEVHRESLGDGTRMADSTTMLSISDPIHMVLIKTDIFGETTLVASYFLEWRSVLGSENGVTNLTVELMGVGTESKVSVGILNIKLEMYPPLSQTLSQEVVNTQLALERQKTAEKERLFLVYAKQWWREYLQIRPS.... Result: 0 (no interaction). (3) The miRNA is hsa-miR-4765 with sequence UGAGUGAUUGAUAGCUAUGUUC. The protein sequence of the target gene is MAQFVRNLVEKTPALVNAAVTYSKPRLATFWYYAKVELVPPTPAEIPRAIQSLKKIVNSAQTGSFKQLTVKEAVLNGLVATEVLMWFYVGEIIGKRGIIGYDV. Result: 0 (no interaction). (4) Result: 0 (no interaction). The miRNA is hsa-miR-6889-3p with sequence UCUGUGCCCCUACUUCCCAG. The protein sequence of the target gene is MIVDLIQSARQGEWAQVRQLLLKHWLVQVPEVFEVNSDLPWDNTAANERILGSQGEILLAPLVSAFVLDVRNTKSTLEAMNGIAGVDPARRGQICGHVFKNGELTYTCLDCATDGTCVMCLQCFEVSIHKSHKYKMHSSSGSGYCDCGDADAWTEGYACANHEKKDDEEAAVLAPELKKRCEQLVEIILQFSLSMITHKDDLKLPEIFEKMKPEVTNEAQQYLTVLYNDETHTYESVIKVLELYIHCTKDQAMLVATIVDREGRSAVKLGSKADCTKAKDDVQRKTARDPTSIRRSSNHN.... (5) The miRNA is hsa-miR-149-3p with sequence AGGGAGGGACGGGGGCUGUGC. The protein sequence of the target gene is MYGKGKSNSSAVPSDSQAREKLALYVYEYLLHVGAQKSAQTFLSEIRWEKNITLGEPPGFLHSWWCVFWDLYCAAPERRETCEHSSEAKAFHDYSAAAAPSPVLGNIPPGDGMPVGPVPPGFFQPFMSPRYPGGPRPPLRIPNQALGGVPGSQPLLPSGMDPTRQQGHPNMGGPMQRMTPPRGMVPLGPQNYGGAMRPPLNALGGPGMPGMNMGPGGGRPWPNPTNANSIPYSSASPGNYVGPPGGGGPPGTPIMPSPADSTNSGDNMYTLMNAVPPGPNRPNFPMGPGSDGPMGGLGGM.... Result: 1 (interaction).